This data is from Catalyst prediction with 721,799 reactions and 888 catalyst types from USPTO. The task is: Predict which catalyst facilitates the given reaction. (1) Reactant: C1C=CC(P(C2C(C3C(P(C4C=CC=CC=4)C4C=CC=CC=4)=CC=C4C=3C=CC=C4)=C3C(C=CC=C3)=CC=2)C2C=CC=CC=2)=CC=1.[F:47][C:48]1[CH:54]=[CH:53][C:51]([NH2:52])=[CH:50][CH:49]=1.Br[C:56]1[C:65]2[C:60](=[CH:61][CH:62]=[CH:63][CH:64]=2)[C:59]([F:66])=[CH:58][CH:57]=1.C(=O)([O-])[O-].[Cs+].[Cs+]. Product: [F:66][C:59]1[C:60]2[C:65](=[CH:64][CH:63]=[CH:62][CH:61]=2)[C:56]([NH:52][C:51]2[CH:53]=[CH:54][C:48]([F:47])=[CH:49][CH:50]=2)=[CH:57][CH:58]=1. The catalyst class is: 164. (2) Reactant: [OH:1][CH:2]([CH2:24][O:25][C:26]([C:39]1[CH:44]=[CH:43][CH:42]=[CH:41][CH:40]=1)([C:33]1[CH:38]=[CH:37][CH:36]=[CH:35][CH:34]=1)[C:27]1[CH:32]=[CH:31][CH:30]=[CH:29][CH:28]=1)[CH2:3][O:4][C:5](=[O:23])[CH2:6][CH2:7][CH2:8][CH2:9][CH2:10][CH2:11][CH2:12]/[CH:13]=[CH:14]\[CH2:15][CH2:16][CH2:17][CH2:18][CH2:19][CH2:20][CH2:21][CH3:22].N1C=CN=C1.[Si:50](Cl)([C:63]([CH3:66])([CH3:65])[CH3:64])([C:57]1[CH:62]=[CH:61][CH:60]=[CH:59][CH:58]=1)[C:51]1[CH:56]=[CH:55][CH:54]=[CH:53][CH:52]=1. Product: [Si:50]([O:1][CH:2]([CH2:24][O:25][C:26]([C:39]1[CH:40]=[CH:41][CH:42]=[CH:43][CH:44]=1)([C:33]1[CH:34]=[CH:35][CH:36]=[CH:37][CH:38]=1)[C:27]1[CH:32]=[CH:31][CH:30]=[CH:29][CH:28]=1)[CH2:3][O:4][C:5](=[O:23])[CH2:6][CH2:7][CH2:8][CH2:9][CH2:10][CH2:11][CH2:12]/[CH:13]=[CH:14]\[CH2:15][CH2:16][CH2:17][CH2:18][CH2:19][CH2:20][CH2:21][CH3:22])([C:63]([CH3:66])([CH3:65])[CH3:64])([C:57]1[CH:58]=[CH:59][CH:60]=[CH:61][CH:62]=1)[C:51]1[CH:56]=[CH:55][CH:54]=[CH:53][CH:52]=1. The catalyst class is: 3. (3) Reactant: C([NH:4][CH:5]1[CH:9]([C:10]([O:12][CH2:13][CH3:14])=[O:11])[CH:8]2[CH2:15][CH:16]=[CH:17][CH:18]=[C:7]2[S:6]1)(=O)C.CC(C1C=CC=CC=1)=C.N1CCCC1. Product: [NH2:4][C:5]1[S:6][C:7]2[CH:18]=[CH:17][CH:16]=[CH:15][C:8]=2[C:9]=1[C:10]([O:12][CH2:13][CH3:14])=[O:11]. The catalyst class is: 113. (4) Reactant: [Li]CCCC.Br[C:7]1[CH:8]=[C:9]2[C:15]([C:16]3[CH:21]=[CH:20][CH:19]=[CH:18][C:17]=3[O:22][CH3:23])=[CH:14][N:13](S(C3C=CC(C)=CC=3)(=O)=O)[C:10]2=[N:11][CH:12]=1.[CH3:34][O:35][C:36]1[CH:37]=[C:38]([CH:41]=[C:42]([O:46][CH3:47])[C:43]=1[O:44][CH3:45])[CH:39]=[O:40]. Product: [CH3:23][O:22][C:17]1[CH:18]=[CH:19][CH:20]=[CH:21][C:16]=1[C:15]1[C:9]2[C:10](=[N:11][CH:12]=[C:7]([CH:39]([C:38]3[CH:41]=[C:42]([O:46][CH3:47])[C:43]([O:44][CH3:45])=[C:36]([O:35][CH3:34])[CH:37]=3)[OH:40])[CH:8]=2)[NH:13][CH:14]=1. The catalyst class is: 1.